From a dataset of Full USPTO retrosynthesis dataset with 1.9M reactions from patents (1976-2016). Predict the reactants needed to synthesize the given product. (1) Given the product [C:8]([C@H:6]1[CH2:7][C@@H:5]1[C:3]([O:2][CH3:1])=[O:4])([Cl:14])=[O:10], predict the reactants needed to synthesize it. The reactants are: [CH3:1][O:2][C:3]([C@H:5]1[CH2:7][C@@H:6]1[C:8]([OH:10])=O)=[O:4].C(Cl)(=O)C([Cl:14])=O. (2) Given the product [C:28]([O:27][C:25](=[O:26])[NH:24][C:20]1([C:17]2[CH:18]=[CH:19][C:14]([C:5]3[C:6]([C:8]4[CH:9]=[CH:10][CH:11]=[CH:12][CH:13]=4)=[CH:7][C:2]4[NH:1][C:35](=[O:37])[CH2:34][CH2:33][NH:32][C:3]=4[N:4]=3)=[CH:15][CH:16]=2)[CH2:21][CH2:22][CH2:23]1)([CH3:30])([CH3:31])[CH3:29], predict the reactants needed to synthesize it. The reactants are: [NH2:1][C:2]1[C:3]([NH:32][CH2:33][CH2:34][C:35]([OH:37])=O)=[N:4][C:5]([C:14]2[CH:19]=[CH:18][C:17]([C:20]3([NH:24][C:25]([O:27][C:28]([CH3:31])([CH3:30])[CH3:29])=[O:26])[CH2:23][CH2:22][CH2:21]3)=[CH:16][CH:15]=2)=[C:6]([C:8]2[CH:13]=[CH:12][CH:11]=[CH:10][CH:9]=2)[CH:7]=1.C(Cl)CCl.C1C=CC2N(O)N=NC=2C=1.O. (3) Given the product [C:1]([C:3]1[CH:4]=[C:5]2[C:10](=[CH:11][CH:12]=1)[N:9]([C:23]1[CH:24]=[CH:25][CH:26]=[CH:27][CH:28]=1)[CH2:8][CH:7]([NH:13][S:14]([C:17]1[CH:22]=[CH:21][CH:20]=[CH:19][CH:18]=1)(=[O:16])=[O:15])[CH2:6]2)#[N:2], predict the reactants needed to synthesize it. The reactants are: [C:1]([C:3]1[CH:4]=[C:5]2[C:10](=[CH:11][CH:12]=1)[NH:9][CH2:8][CH:7]([NH:13][S:14]([C:17]1[CH:22]=[CH:21][CH:20]=[CH:19][CH:18]=1)(=[O:16])=[O:15])[CH2:6]2)#[N:2].[CH:23]1[CH:24]=[CH:25][C:26](P([C:23]2[C:28]([C:23]3[C:28](P([C:23]4[CH:28]=[CH:27][CH:26]=[CH:25][CH:24]=4)[C:23]4[CH:28]=[CH:27][CH:26]=[CH:25][CH:24]=4)=[CH:27][CH:26]=[C:25]4[C:24]=3C=CC=C4)=[C:27]3[C:26](C=CC=C3)=[CH:25][CH:24]=2)[C:23]2[CH:28]=[CH:27][CH:26]=[CH:25][CH:24]=2)=[CH:27][CH:28]=1.BrC1C=CC=CC=1.CC([O-])(C)C.[K+]. (4) Given the product [CH2:1]([O:3][C:4](=[O:16])[CH2:5][O:6][C:7]1[CH:12]=[CH:11][C:10]([NH2:13])=[CH:9][CH:8]=1)[CH3:2], predict the reactants needed to synthesize it. The reactants are: [CH2:1]([O:3][C:4](=[O:16])[CH2:5][O:6][C:7]1[CH:12]=[CH:11][C:10]([N+:13]([O-])=O)=[CH:9][CH:8]=1)[CH3:2].O1CCCC1.[H][H]. (5) Given the product [ClH:49].[ClH:49].[CH3:1][N:2]1[C:10]2[C:5](=[CH:6][CH:7]=[C:8]([N:11]3[CH2:16][CH2:15][N:14]([CH2:17][CH2:18][C:19]4[CH:24]=[CH:23][CH:22]=[CH:21][N:20]=4)[CH2:13][C:12]3=[O:25])[CH:9]=2)[C:4]2[CH2:26][CH2:27][NH:28][CH2:29][C:3]1=2, predict the reactants needed to synthesize it. The reactants are: [CH3:1][N:2]1[C:10]2[C:5](=[CH:6][CH:7]=[C:8]([N:11]3[CH2:16][CH2:15][N:14]([CH2:17][CH2:18][C:19]4[CH:24]=[CH:23][CH:22]=[CH:21][N:20]=4)[CH2:13][C:12]3=[O:25])[CH:9]=2)[C:4]2[CH2:26][CH2:27][N:28](C(OC(C)(C)C)=O)[CH2:29][C:3]1=2.C1(N)C(F)=C(F)C(F)=C(N)C=1F.[ClH:49].Cl. (6) Given the product [N:1]1[CH:6]=[CH:5][C:4]([C:11]2[CH:12]=[C:13]([CH:18]=[CH:19][CH:20]=2)[C:14]([O:16][CH3:17])=[O:15])=[CH:3][CH:2]=1, predict the reactants needed to synthesize it. The reactants are: [N:1]1[CH:6]=[CH:5][C:4](B(O)O)=[CH:3][CH:2]=1.Br[C:11]1[CH:12]=[C:13]([CH:18]=[CH:19][CH:20]=1)[C:14]([O:16][CH3:17])=[O:15].C(=O)([O-])[O-].[Cs+].[Cs+].